From a dataset of Reaction yield outcomes from USPTO patents with 853,638 reactions. Predict the reaction yield, written as a fraction of the theoretical maximum amount of product (1.0 means a 100% yield; for example, 0.34 means a 34% yield). The reactants are C1(C)C=CC=CC=1.C(OC(C)C)(=O)C.C(OC([O:21][CH2:22][C:23]1[CH:28]=[C:27]([O:29][CH3:30])[C:26]([B:31]([OH:33])[OH:32])=[C:25]([O:34][CH3:35])[CH:24]=1)C)(C)C.Cl. The catalyst is O. The product is [OH:21][CH2:22][C:23]1[CH:24]=[C:25]([O:34][CH3:35])[C:26]([B:31]([OH:32])[OH:33])=[C:27]([O:29][CH3:30])[CH:28]=1. The yield is 0.951.